Dataset: Cav3 T-type calcium channel HTS with 100,875 compounds. Task: Binary Classification. Given a drug SMILES string, predict its activity (active/inactive) in a high-throughput screening assay against a specified biological target. (1) The drug is O=C(NCc1nc2n(c1)cccc2)c1ccc(OC)cc1. The result is 0 (inactive). (2) The molecule is n1(ncc2c1ncnc2NCc1ncccc1)c1ccccc1. The result is 0 (inactive). (3) The molecule is S(c1nc(nc2c1cc(F)cc2)c1ccc(F)cc1)CC(OC(C)C)=O. The result is 0 (inactive). (4) The compound is Brc1cc(C(=O)N\N=C(\Cn2nc([N+]([O-])=O)cc2C)C)ccc1. The result is 0 (inactive). (5) The result is 0 (inactive). The molecule is OCCCNc1ncnc2n(ncc12)c1cc(ccc1)C.